Dataset: Reaction yield outcomes from USPTO patents with 853,638 reactions. Task: Predict the reaction yield, written as a fraction of the theoretical maximum amount of product (1.0 means a 100% yield; for example, 0.34 means a 34% yield). (1) The reactants are O[CH2:2][CH2:3][CH2:4][CH2:5][CH2:6][N:7]1[C:15]2[C:14](=[O:16])[NH:13][C:12]([NH:17][CH2:18][C:19]3[CH:24]=[CH:23][C:22]([Cl:25])=[C:21]([Cl:26])[CH:20]=3)=[N:11][C:10]=2[N:9]=[CH:8]1.C[Si]([I:31])(C)C. The catalyst is C(Cl)(Cl)Cl. The product is [I:31][CH2:2][CH2:3][CH2:4][CH2:5][CH2:6][N:7]1[C:15]2[C:14](=[O:16])[NH:13][C:12]([NH:17][CH2:18][C:19]3[CH:24]=[CH:23][C:22]([Cl:25])=[C:21]([Cl:26])[CH:20]=3)=[N:11][C:10]=2[N:9]=[CH:8]1. The yield is 0.880. (2) The reactants are CS(O[CH2:6][CH:7]1[CH2:12][CH:11]2[CH:9]([CH2:10]2)[N:8]1[C:13]1[CH:14]=[N:15][CH:16]=[C:17]([Br:19])[CH:18]=1)(=O)=O.[N-:20]=[N+:21]=[N-:22].[Na+]. The product is [N:20]([CH2:6][CH:7]1[CH2:12][CH:11]2[CH:9]([CH2:10]2)[N:8]1[C:13]1[CH:14]=[N:15][CH:16]=[C:17]([Br:19])[CH:18]=1)=[N+:21]=[N-:22]. The catalyst is CC1C=COC=1C.CCOCC. The yield is 0.900.